From a dataset of Peptide-MHC class I binding affinity with 185,985 pairs from IEDB/IMGT. Regression. Given a peptide amino acid sequence and an MHC pseudo amino acid sequence, predict their binding affinity value. This is MHC class I binding data. (1) The peptide sequence is SLNRQTVSR. The MHC is HLA-A68:01 with pseudo-sequence HLA-A68:01. The binding affinity (normalized) is 0.380. (2) The peptide sequence is QQDTNSAGL. The MHC is HLA-A31:01 with pseudo-sequence HLA-A31:01. The binding affinity (normalized) is 0.0847. (3) The MHC is HLA-A02:01 with pseudo-sequence HLA-A02:01. The peptide sequence is YQLEMYHPI. The binding affinity (normalized) is 1.00. (4) The peptide sequence is NPDQNTFPNI. The MHC is HLA-B07:02 with pseudo-sequence HLA-B07:02. The binding affinity (normalized) is 0. (5) The peptide sequence is GYLKPTTFML. The MHC is HLA-A24:02 with pseudo-sequence HLA-A24:02. The binding affinity (normalized) is 0.572. (6) The peptide sequence is VTNDCPNSSI. The MHC is Patr-B0101 with pseudo-sequence Patr-B0101. The binding affinity (normalized) is 0.789.